This data is from Full USPTO retrosynthesis dataset with 1.9M reactions from patents (1976-2016). The task is: Predict the reactants needed to synthesize the given product. Given the product [Cl:27][C:28]1[CH:34]=[CH:33][C:31]([NH:32][C:12]([C:11]2[CH:10]=[C:9]([NH:8][C:6](=[O:7])[C:5]3[CH:18]=[C:19]([C:21]([F:22])([F:24])[F:23])[CH:20]=[C:3]([C:2]([F:26])([F:1])[F:25])[CH:4]=3)[CH:17]=[CH:16][CH:15]=2)=[O:14])=[CH:30][CH:29]=1, predict the reactants needed to synthesize it. The reactants are: [F:1][C:2]([F:26])([F:25])[C:3]1[CH:4]=[C:5]([CH:18]=[C:19]([C:21]([F:24])([F:23])[F:22])[CH:20]=1)[C:6]([NH:8][C:9]1[CH:10]=[C:11]([CH:15]=[CH:16][CH:17]=1)[C:12]([OH:14])=O)=[O:7].[Cl:27][C:28]1[CH:34]=[CH:33][C:31]([NH2:32])=[CH:30][CH:29]=1.O.ON1C2C=CC=CC=2N=N1.Cl.CN(C)CCCN=C=NCC.C(N(CC)C(C)C)(C)C.